This data is from NCI-60 drug combinations with 297,098 pairs across 59 cell lines. The task is: Regression. Given two drug SMILES strings and cell line genomic features, predict the synergy score measuring deviation from expected non-interaction effect. (1) Drug 1: C1=NC2=C(N=C(N=C2N1C3C(C(C(O3)CO)O)O)F)N. Drug 2: CC1C(C(CC(O1)OC2CC(CC3=C2C(=C4C(=C3O)C(=O)C5=C(C4=O)C(=CC=C5)OC)O)(C(=O)CO)O)N)O.Cl. Cell line: MCF7. Synergy scores: CSS=5.94, Synergy_ZIP=-1.74, Synergy_Bliss=0.262, Synergy_Loewe=-14.2, Synergy_HSA=-1.90. (2) Drug 1: C1=NC2=C(N1)C(=S)N=CN2. Drug 2: C1CC(=O)NC(=O)C1N2C(=O)C3=CC=CC=C3C2=O. Cell line: SNB-75. Synergy scores: CSS=34.7, Synergy_ZIP=-6.23, Synergy_Bliss=-0.122, Synergy_Loewe=-36.2, Synergy_HSA=-0.219.